From a dataset of Reaction yield outcomes from USPTO patents with 853,638 reactions. Predict the reaction yield, written as a fraction of the theoretical maximum amount of product (1.0 means a 100% yield; for example, 0.34 means a 34% yield). (1) The reactants are Cl[C:2]1[CH:11]=[CH:10][C:9]2[C:4](=[C:5]([C:12]3[NH:20][C:19]4[CH2:18][CH2:17][NH:16][C:15](=[O:21])[C:14]=4[CH:13]=3)[CH:6]=[CH:7][CH:8]=2)[N:3]=1.[CH3:22][C:23]1[CH:24]=[C:25]([CH:27]=[CH:28][CH:29]=1)[NH2:26].[Li+].C[Si]([N-][Si](C)(C)C)(C)C.C1COCC1. No catalyst specified. The product is [CH3:22][C:23]1[CH:24]=[C:25]([NH:26][C:2]2[CH:11]=[CH:10][C:9]3[C:4](=[C:5]([C:12]4[NH:20][C:19]5[CH2:18][CH2:17][NH:16][C:15](=[O:21])[C:14]=5[CH:13]=4)[CH:6]=[CH:7][CH:8]=3)[N:3]=2)[CH:27]=[CH:28][CH:29]=1. The yield is 0.0400. (2) The reactants are [CH3:1][CH:2]([CH3:12])[CH2:3][C:4]([C:6]1[N:7]=[N:8][CH:9]=[CH:10][CH:11]=1)=O.C([BH3-])#[N:14].[Na+].C([O-])(=O)C.[NH4+]. The catalyst is CO. The product is [CH3:1][CH:2]([CH3:12])[CH2:3][CH:4]([C:6]1[N:7]=[N:8][CH:9]=[CH:10][CH:11]=1)[NH2:14]. The yield is 0.270. (3) The reactants are CN(C=O)C.[Br:6][C:7]1[C:15]2[N:14]=[C:13]([CH:16]3[CH2:18][CH2:17]3)[NH:12][C:11]=2[CH:10]=[C:9]([N+:19]([O-:21])=[O:20])[CH:8]=1.Br[CH2:23][C:24]1[CH:29]=[CH:28][CH:27]=[C:26]([C:30]([F:33])([F:32])[F:31])[C:25]=1[CH3:34].C(=O)([O-])[O-].[K+].[K+]. The catalyst is O. The product is [Br:6][C:7]1[C:15]2[N:14]=[C:13]([CH:16]3[CH2:18][CH2:17]3)[N:12]([CH2:23][C:24]3[CH:29]=[CH:28][CH:27]=[C:26]([C:30]([F:31])([F:32])[F:33])[C:25]=3[CH3:34])[C:11]=2[CH:10]=[C:9]([N+:19]([O-:21])=[O:20])[CH:8]=1. The yield is 0.860. (4) The reactants are [H-].[Na+].C1COCC1.[F:8][C:9]([F:16])([F:15])[C:10]([O:12]CC)=O.[C:17]([C:20]1[CH:30]=[CH:29][C:23]2[O:24][CH2:25][C:26](=[O:28])[NH:27][C:22]=2[C:21]=1[CH3:31])(=[O:19])[CH3:18]. The catalyst is C1OCCOC2C(=CC=CC=2)OCCOCCOC2C(=CC=CC=2)OC1.CCO. The product is [F:16][C:9]([F:8])([F:15])[C:10](=[O:12])[CH2:18][C:17]([C:20]1[CH:30]=[CH:29][C:23]2[O:24][CH2:25][C:26](=[O:28])[NH:27][C:22]=2[C:21]=1[CH3:31])=[O:19]. The yield is 0.750.